Dataset: Reaction yield outcomes from USPTO patents with 853,638 reactions. Task: Predict the reaction yield, written as a fraction of the theoretical maximum amount of product (1.0 means a 100% yield; for example, 0.34 means a 34% yield). (1) The reactants are [CH2:1]([NH:8][CH:9]([C:19]1[C:27]2[C:22](=[CH:23][C:24]([Cl:28])=[CH:25][CH:26]=2)[NH:21][C:20]=1[C:29]([O:31]CC)=[O:30])[C:10]([NH:12][CH:13]1[CH2:18][CH2:17][CH2:16][CH2:15][CH2:14]1)=[O:11])[C:2]1[CH:7]=[CH:6][CH:5]=[CH:4][CH:3]=1.CCO.[OH-].[K+].Cl. The catalyst is O. The product is [CH2:1]([NH:8][CH:9]([C:19]1[C:27]2[C:22](=[CH:23][C:24]([Cl:28])=[CH:25][CH:26]=2)[NH:21][C:20]=1[C:29]([OH:31])=[O:30])[C:10]([NH:12][CH:13]1[CH2:18][CH2:17][CH2:16][CH2:15][CH2:14]1)=[O:11])[C:2]1[CH:3]=[CH:4][CH:5]=[CH:6][CH:7]=1. The yield is 0.740. (2) The reactants are [Cl:1][C:2]1[CH:7]=[CH:6][C:5]([C:8]2[CH:9]=[C:10]([CH3:18])[C:11]3[N:12]([C:14](I)=[CH:15][N:16]=3)[CH:13]=2)=[CH:4][CH:3]=1.[CH3:19][Si:20]([C:23]#[CH:24])([CH3:22])[CH3:21]. No catalyst specified. The product is [Cl:1][C:2]1[CH:7]=[CH:6][C:5]([C:8]2[CH:9]=[C:10]([CH3:18])[C:11]3[N:12]([C:14]([C:24]#[C:23][Si:20]([CH3:22])([CH3:21])[CH3:19])=[CH:15][N:16]=3)[CH:13]=2)=[CH:4][CH:3]=1. The yield is 0.800. (3) The reactants are [S:1](Cl)(Cl)=[O:2].[CH2:5]([O:12][C:13]1[CH:18]=[CH:17][C:16]([C:19]2[N:23]([CH:24]3[CH2:29][CH2:28][CH2:27][CH2:26][CH2:25]3)[C:22]3[CH:30]=[CH:31][C:32]([C:34](=[N:36][OH:37])[NH2:35])=[CH:33][C:21]=3[N:20]=2)=[CH:15][CH:14]=1)[C:6]1[CH:11]=[CH:10][CH:9]=[CH:8][CH:7]=1.N1C=CC=CC=1. The catalyst is O1CCCC1. The product is [CH2:5]([O:12][C:13]1[CH:14]=[CH:15][C:16]([C:19]2[N:23]([CH:24]3[CH2:25][CH2:26][CH2:27][CH2:28][CH2:29]3)[C:22]3[CH:30]=[CH:31][C:32]([C:34]4[NH:35][S:1](=[O:2])[O:37][N:36]=4)=[CH:33][C:21]=3[N:20]=2)=[CH:17][CH:18]=1)[C:6]1[CH:11]=[CH:10][CH:9]=[CH:8][CH:7]=1. The yield is 0.320. (4) The reactants are [Cl:1][C:2]1[CH:7]2[CH2:8][CH:4]([CH2:5][CH2:6]2)[C:3]=1[CH:9]=O.C1(P(C2C=CC=CC=2)(C2C=CC=CC=2)=[CH:18][C:19]([O:21][CH2:22][CH3:23])=[O:20])C=CC=CC=1. The catalyst is C(Cl)Cl. The product is [Cl:1][C:2]1[CH:7]2[CH2:8][CH:4]([CH2:5][CH2:6]2)[C:3]=1/[CH:9]=[CH:18]/[C:19]([O:21][CH2:22][CH3:23])=[O:20]. The yield is 0.460. (5) The reactants are F[B-](F)(F)F.[Li+].[Cl:7][C:8]1[CH:13]=[C:12]([CH2:14][CH2:15][OH:16])[CH:11]=[CH:10][C:9]=1[OH:17].[O:18]1[CH:23]=[CH:22][CH2:21][CH2:20][CH2:19]1. The catalyst is C(#N)C.C(=O)([O-])O.[Na+]. The product is [Cl:7][C:8]1[CH:13]=[C:12]([CH2:14][CH2:15][O:16][CH:19]2[CH2:20][CH2:21][CH2:22][CH2:23][O:18]2)[CH:11]=[CH:10][C:9]=1[OH:17]. The yield is 0.700. (6) The product is [F:48][C:49]1[CH:50]=[CH:51][C:52]([C:55]2[O:59][N:58]=[C:57]([C:60]([N:40]3[CH2:39][C@H:38]([C:41]4[CH:42]=[CH:43][CH:44]=[CH:45][CH:46]=4)[NH:37][C:36](=[O:47])[C@@H:35]3[CH2:31][CH:32]([CH3:34])[CH3:33])=[O:61])[N:56]=2)=[CH:53][CH:54]=1. The yield is 0.453. No catalyst specified. The reactants are C([C@@H]1N(C(=O)C2C=CC(OC3C=CC=CC=3)=CC=2)C[C@H](CC(C)C)NC1=O)C(C)C.[CH2:31]([C@@H:35]1[NH:40][CH2:39][C@H:38]([C:41]2[CH:46]=[CH:45][CH:44]=[CH:43][CH:42]=2)[NH:37][C:36]1=[O:47])[CH:32]([CH3:34])[CH3:33].[F:48][C:49]1[CH:54]=[CH:53][C:52]([C:55]2[O:59][N:58]=[C:57]([C:60](O)=[O:61])[N:56]=2)=[CH:51][CH:50]=1.